Dataset: Catalyst prediction with 721,799 reactions and 888 catalyst types from USPTO. Task: Predict which catalyst facilitates the given reaction. (1) Reactant: C([O:3][C:4](=[O:26])[CH2:5][CH2:6][CH2:7][N:8]1[C:12](=[O:13])/[C:11](=[CH:14]/[C:15]2[CH:20]=[CH:19][C:18]([OH:21])=[CH:17][C:16]=2[B:22]([F:24])[F:23])/[N:10]=[C:9]1[CH3:25])C.C(O)C.[OH-].[Na+]. Product: [F:24][B:22]([F:23])[C:16]1[CH:17]=[C:18]([OH:21])[CH:19]=[CH:20][C:15]=1/[CH:14]=[C:11]1\[N:10]=[C:9]([CH3:25])[N:8]([CH2:7][CH2:6][CH2:5][C:4]([OH:26])=[O:3])[C:12]\1=[O:13]. The catalyst class is: 6. (2) Reactant: [CH:1]1[C:10]2[C:5](=[CH:6][CH:7]=[CH:8][CH:9]=2)[CH:4]=[CH:3][C:2]=1[CH2:11][NH:12][CH2:13][CH:14]1[CH:19]2[CH:15]1[CH2:16][N:17]([C:20]1[N:25]=[CH:24][C:23]([C:26]([O:28]CC)=[O:27])=[CH:22][N:21]=1)[CH2:18]2.[OH-].[Na+].Cl. Product: [CH:1]1[C:10]2[C:5](=[CH:6][CH:7]=[CH:8][CH:9]=2)[CH:4]=[CH:3][C:2]=1[CH2:11][NH:12][CH2:13][CH:14]1[CH:15]2[CH:19]1[CH2:18][N:17]([C:20]1[N:25]=[CH:24][C:23]([C:26]([OH:28])=[O:27])=[CH:22][N:21]=1)[CH2:16]2. The catalyst class is: 1.